This data is from Antibody developability classification from SAbDab with 2,409 antibodies. The task is: Regression/Classification. Given an antibody's heavy chain and light chain sequences, predict its developability. TAP uses regression for 5 developability metrics; SAbDab uses binary classification. (1) The antibody is ['EVQLVESGGGLVQPGRALRLSCAASGFTFDDYAMHWVRQAPGKGLEWVSGISWNSGSRGYADSVKGRFTISRDNAKKSQYLQMNSLRVEDTAFYYCARMNGTFDYWGQGTLVTVSL', 'QLVLTQSSSASFSLGASAKLTCTLSSQHSTYTIEWYQQQPLKPPKFVMELRKDGSHNTGDGIPDRFSGSSSGADRYLSISNIQPEDEAIYICGVGDTIKEQFVYVFGGGTKVTVL']. Result: 0 (not developable). (2) The antibody is ['EVQLVESGGGLVKPGGSLRLTCVASGFTFSDVWLNWVRQAPGKGLEWVGRIKSRTDGGTTDYAASVKGRFTISRDDSKNTLYLQMNSLKTEDTAVYSCTTDGFIMIRGVSEDYYYYYMDVWGKGTTVTVSS', 'QSVLTQPPSVSAAPGQKVTISCSGSSSNIGNNYVLWYQQFPGTAPKLLIYGNNKRPSGIPDRFSGSKSGTSATLGITGLQTGDEADYFCATWDSGLSADWVFGGGTKLTVL']. Result: 0 (not developable). (3) The antibody is ['EVQLVQSGAEVKKPGASVKVSCKASGYTFTGYYMHWVRQAPGQGLEWMGWINPNSGGTNYAQKFQGRVTMTRDTSISTAYMELRSLRSDDTAVYYCARGWGWYFDLWGRGTLVTVSS', 'EIVLTQSPGTLSLSPGERATLSCRASQSVSSSYLAWYQQKPGQAPRLLIYGASSRATGIPDRFSGSGSGTDFTLTISRLEPEDFAVYYCQQYEFFGQGTKLEIK']. Result: 0 (not developable). (4) The antibody is ['EVNLRESGPALVKPTQTLTLTCSFSGFSLSTSGMSVSWIRQPPGKALEWLALIDWDDDTYYITYSSSLKTRLTISKDTSKSQVVLTMTNMDPVDTATYYCARTLRVSGDYVRDFDLWGRGTLVTVSS', 'QPVLTQPPSASGTPGQRVTISCSGSSSNIGSNTVSWYQQVPGTAPKLLIYGNNERPSGVPDRFSGSKSATSASLAISGLQSEDEADYYCAAWDDSLNGFWVFGGGTKLTVL']. Result: 0 (not developable). (5) The antibody is ['QEQLVESGGRLVTPGTALTLTCKVSGFSLSGFWLNWVRQAPGKGLEWVGAIYRGSGSEWYASWAKGRFTISDTSTTVTLKLTSPTTEDTATYFCAADTTDNGYFTIWGPGTLVTVSS', 'ELVMTQTPSSVSEPVGGTVTIKCQASQSISSWLSWYQQKPGQPPKLLIYDASNLASGVPSRFMGSGSGTEYTLTISGVQREDAATYYCLGGYPAASYRTAFGGGTELEII']. Result: 0 (not developable). (6) The antibody is ['EVQLKQSGPGLVQPSQSLSITCTVSGFSLTNYGVHWVRQSPGKGLEWLGVIWSGGNTDYNTPFTSRLSINKDNSKSQVFFKMNSLQSNDTAIYYCARALTYYDYEFAYWGQGTLVTVSA', 'PROT_D746F282']. Result: 0 (not developable).